This data is from Peptide-MHC class I binding affinity with 185,985 pairs from IEDB/IMGT. The task is: Regression. Given a peptide amino acid sequence and an MHC pseudo amino acid sequence, predict their binding affinity value. This is MHC class I binding data. (1) The peptide sequence is RTLHPFGCK. The MHC is HLA-B18:01 with pseudo-sequence HLA-B18:01. The binding affinity (normalized) is 0.0847. (2) The peptide sequence is AFYTRVLKP. The MHC is HLA-A03:01 with pseudo-sequence HLA-A03:01. The binding affinity (normalized) is 0. (3) The peptide sequence is INIVIIVLI. The MHC is HLA-A02:06 with pseudo-sequence HLA-A02:06. The binding affinity (normalized) is 0.144. (4) The peptide sequence is IFMLQKCDL. The MHC is HLA-A24:02 with pseudo-sequence HLA-A24:02. The binding affinity (normalized) is 0.0847. (5) The peptide sequence is TSSMRGVYY. The MHC is HLA-A23:01 with pseudo-sequence HLA-A23:01. The binding affinity (normalized) is 0. (6) The peptide sequence is ISKKAKGWF. The MHC is HLA-A03:01 with pseudo-sequence HLA-A03:01. The binding affinity (normalized) is 0.